This data is from Reaction yield outcomes from USPTO patents with 853,638 reactions. The task is: Predict the reaction yield, written as a fraction of the theoretical maximum amount of product (1.0 means a 100% yield; for example, 0.34 means a 34% yield). (1) The reactants are C(OC[N:9]1[C:18](=[O:19])[C:17]2[C:12](=[CH:13][CH:14]=[CH:15][C:16]=2[OH:20])[N:11]=[CH:10]1)(=O)C(C)(C)C.C1(P(C2C=CC=CC=2)C2C=CC=CC=2)C=CC=CC=1.[CH3:40][N:41]([CH3:47])[C:42](=[O:46])[C@H:43]([CH3:45])O. The catalyst is C(Cl)Cl. The product is [CH3:40][N:41]([CH3:47])[C:42](=[O:46])[C@H:43]([O:20][C:16]1[CH:15]=[CH:14][CH:13]=[C:12]2[C:17]=1[C:18](=[O:19])[NH:9][CH:10]=[N:11]2)[CH3:45]. The yield is 0.710. (2) The reactants are [Cl:1][C:2]1[C:11]2[NH:10][C:9](=[O:12])[C:8]3[S:13][CH:14]=[CH:15][C:7]=3[C:6]=2[C:5]([C:16]2[CH:21]=[CH:20][C:19]([CH2:22][CH:23]([NH:25]C(=O)OC(C)(C)C)[CH3:24])=[CH:18][CH:17]=2)=[C:4]([O:33]C)[CH:3]=1.B(Br)(Br)Br. No catalyst specified. The product is [ClH:1].[NH2:25][CH:23]([CH3:24])[CH2:22][C:19]1[CH:20]=[CH:21][C:16]([C:5]2[C:6]3[C:7]4[CH:15]=[CH:14][S:13][C:8]=4[C:9](=[O:12])[NH:10][C:11]=3[C:2]([Cl:1])=[CH:3][C:4]=2[OH:33])=[CH:17][CH:18]=1. The yield is 0.660. (3) The reactants are [Br:1][C:2]1[C:3]([C:24]2[CH:29]=[CH:28][C:27]([Cl:30])=[CH:26][CH:25]=2)=[CH:4][C:5]([NH:8][NH:9][C:10](=O)[CH2:11][C:12]2[C:13]([CH3:22])=[N:14][C:15]([C:18]([F:21])([F:20])[F:19])=[CH:16][CH:17]=2)=[N:6][CH:7]=1.BrC1C(C2C=CC(Cl)=CC=2)=CC2N(C(CC3C=NC(C(F)(F)F)=CC=3)=NN=2)C=1. The catalyst is C(O)(=O)C.FC(C1C=CC=CC=1)(F)F. The product is [Br:1][C:2]1[C:3]([C:24]2[CH:29]=[CH:28][C:27]([Cl:30])=[CH:26][CH:25]=2)=[CH:4][C:5]2[N:6]([C:10]([CH2:11][C:12]3[C:13]([CH3:22])=[N:14][C:15]([C:18]([F:21])([F:20])[F:19])=[CH:16][CH:17]=3)=[N:9][N:8]=2)[CH:7]=1. The yield is 0.600.